Dataset: Full USPTO retrosynthesis dataset with 1.9M reactions from patents (1976-2016). Task: Predict the reactants needed to synthesize the given product. (1) Given the product [CH3:1][N:2]1[CH2:8][CH2:7][C:6]2[CH:9]=[C:10]([NH2:13])[CH:11]=[CH:12][C:5]=2[CH2:4][CH2:3]1, predict the reactants needed to synthesize it. The reactants are: [CH3:1][N:2]1[CH2:8][CH2:7][C:6]2[CH:9]=[C:10]([N+:13]([O-])=O)[CH:11]=[CH:12][C:5]=2[CH2:4][CH2:3]1.[H][H]. (2) Given the product [CH:29]([N:32]1[CH2:37][CH2:36][CH:35]([NH:38][C:17]([C:16]2[N:12]([CH2:11][C:9](=[O:10])[NH:8][C:5]3[CH:4]=[CH:3][C:2]([Cl:1])=[CH:7][N:6]=3)[N:13]=[C:14]([O:20][CH2:21][CH2:22][O:23][CH2:24][CH2:25][O:26][CH3:27])[CH:15]=2)=[O:19])[CH2:34][CH2:33]1)([CH3:31])[CH3:30], predict the reactants needed to synthesize it. The reactants are: [Cl:1][C:2]1[CH:3]=[CH:4][C:5]([NH:8][C:9]([CH2:11][N:12]2[C:16]([C:17]([OH:19])=O)=[CH:15][C:14]([O:20][CH2:21][CH2:22][O:23][CH2:24][CH2:25][O:26][CH3:27])=[N:13]2)=[O:10])=[N:6][CH:7]=1.Cl.[CH:29]([N:32]1[CH2:37][CH2:36][CH:35]([NH2:38])[CH2:34][CH2:33]1)([CH3:31])[CH3:30].C1N(P(Cl)(N2C(=O)OCC2)=O)C(=O)OC1.